This data is from Reaction yield outcomes from USPTO patents with 853,638 reactions. The task is: Predict the reaction yield, written as a fraction of the theoretical maximum amount of product (1.0 means a 100% yield; for example, 0.34 means a 34% yield). The reactants are [C:1]12([NH:11][C:12](=[O:27])[NH:13][CH:14]3[CH2:19][CH2:18][CH2:17][N:16](C(OC(C)(C)C)=O)[CH2:15]3)[CH2:10][CH:5]3[CH2:6][CH:7]([CH2:9][CH:3]([CH2:4]3)[CH2:2]1)[CH2:8]2.Cl.[Cl:29][C:30]1[CH:35]=[CH:34][C:33]([S:36](Cl)(=[O:38])=[O:37])=[CH:32][CH:31]=1.C(N(CC)CC)C. The catalyst is CO.O1CCOCC1. The product is [C:1]12([NH:11][C:12]([NH:13][CH:14]3[CH2:19][CH2:18][CH2:17][N:16]([S:36]([C:33]4[CH:34]=[CH:35][C:30]([Cl:29])=[CH:31][CH:32]=4)(=[O:38])=[O:37])[CH2:15]3)=[O:27])[CH2:10][CH:5]3[CH2:6][CH:7]([CH2:9][CH:3]([CH2:4]3)[CH2:2]1)[CH2:8]2. The yield is 0.420.